From a dataset of Full USPTO retrosynthesis dataset with 1.9M reactions from patents (1976-2016). Predict the reactants needed to synthesize the given product. (1) Given the product [CH2:25]([N:15]1[CH2:14][C:13]2([CH2:12][O:33][CH2:32]2)[O:18][CH2:17][C@H:16]1[C:19]1[CH:20]=[CH:21][CH:22]=[CH:23][CH:24]=1)[C:26]1[CH:31]=[CH:30][CH:29]=[CH:28][CH:27]=1, predict the reactants needed to synthesize it. The reactants are: CC1C=CC(S(O[CH2:12][C:13]2([CH2:32][OH:33])[O:18][CH2:17][C@@H:16]([C:19]3[CH:24]=[CH:23][CH:22]=[CH:21][CH:20]=3)[N:15]([CH2:25][C:26]3[CH:31]=[CH:30][CH:29]=[CH:28][CH:27]=3)[CH2:14]2)(=O)=O)=CC=1.C([Li])CCC. (2) Given the product [F:1][C:2]([F:25])([F:24])[C:3]1[CH:4]=[C:5]([NH:9][C:10]([C:12]2[CH:13]=[C:14]3[C:19](=[CH:20][CH:21]=2)[C:18]([I:27])=[N:17][N:16]=[C:15]3[I:28])=[O:11])[CH:6]=[CH:7][CH:8]=1, predict the reactants needed to synthesize it. The reactants are: [F:1][C:2]([F:25])([F:24])[C:3]1[CH:4]=[C:5]([NH:9][C:10]([C:12]2[CH:13]=[C:14]3[C:19](=[CH:20][CH:21]=2)[C:18](Cl)=[N:17][N:16]=[C:15]3Cl)=[O:11])[CH:6]=[CH:7][CH:8]=1.[Na+].[I-:27].[IH:28]. (3) Given the product [CH3:8][O:9][C:10]([C@@H:12]1[CH2:16][C@@H:15]([S:17]([C:20]2[CH:25]=[CH:24][CH:23]=[CH:22][C:21]=2[C:26]([F:28])([F:29])[F:27])(=[O:19])=[O:18])[CH2:14][N:13]1[C:30]1[N:35]([CH3:36])[N:34]=[C:32]([CH3:33])[CH:31]=1)=[O:11], predict the reactants needed to synthesize it. The reactants are: FC(F)(F)C(O)=O.[CH3:8][O:9][C:10]([C@@H:12]1[CH2:16][C@@H:15]([S:17]([C:20]2[CH:25]=[CH:24][CH:23]=[CH:22][C:21]=2[C:26]([F:29])([F:28])[F:27])(=[O:19])=[O:18])[CH2:14][N:13]1[C:30](=S)[CH2:31][C:32](=[N:34][N:35](C(OC(C)(C)C)=O)[CH3:36])[CH3:33])=[O:11].C(OC(C)=O)(C)C. (4) Given the product [CH2:1]([CH:8]([C:11](=[O:13])[CH3:12])[C:9]#[N:10])[C:2]1[CH:7]=[CH:6][CH:5]=[CH:4][CH:3]=1, predict the reactants needed to synthesize it. The reactants are: [CH:1](=[C:8]([C:11](=[O:13])[CH3:12])[C:9]#[N:10])[C:2]1[CH:7]=[CH:6][CH:5]=[CH:4][CH:3]=1.